Dataset: Full USPTO retrosynthesis dataset with 1.9M reactions from patents (1976-2016). Task: Predict the reactants needed to synthesize the given product. (1) Given the product [CH3:17][N:18]([CH3:33])[CH2:19][CH2:20][O:21][C:22]1[CH:23]=[C:24]2[C:28](=[CH:29][CH:30]=1)[NH:27][C:26]([CH:31]=[C:11]1[C:10]3[C:14](=[CH:15][C:7]([C:1]4[CH:2]=[CH:3][CH:4]=[CH:5][CH:6]=4)=[CH:8][CH:9]=3)[NH:13][C:12]1=[O:16])=[CH:25]2, predict the reactants needed to synthesize it. The reactants are: [C:1]1([C:7]2[CH:15]=[C:14]3[C:10]([CH2:11][C:12](=[O:16])[NH:13]3)=[CH:9][CH:8]=2)[CH:6]=[CH:5][CH:4]=[CH:3][CH:2]=1.[CH3:17][N:18]([CH3:33])[CH2:19][CH2:20][O:21][C:22]1[CH:23]=[C:24]2[C:28](=[CH:29][CH:30]=1)[NH:27][C:26]([CH:31]=O)=[CH:25]2.N1CCCCC1. (2) Given the product [CH3:28][CH:27]([CH3:29])[CH2:26][CH2:25][N:5]([CH2:4][CH2:3][CH:2]([CH3:1])[CH3:30])[C:6]1[CH:7]=[C:8]([Cl:24])[CH:9]=[C:10]2[C:14]=1[NH:13][C:12]([C@@H:15]1[CH2:19][CH2:18][CH2:17][N:16]1[CH2:20][C:21]([NH:34][C:33]([NH2:35])=[NH:32])=[O:23])=[CH:11]2, predict the reactants needed to synthesize it. The reactants are: [CH3:1][CH:2]([CH3:30])[CH2:3][CH2:4][N:5]([CH2:25][CH2:26][CH:27]([CH3:29])[CH3:28])[C:6]1[CH:7]=[C:8]([Cl:24])[CH:9]=[C:10]2[C:14]=1[NH:13][C:12]([C@@H:15]1[CH2:19][CH2:18][CH2:17][N:16]1[CH2:20][C:21]([OH:23])=O)=[CH:11]2.Cl.[NH2:32][C:33]([NH2:35])=[NH:34]. (3) The reactants are: [Cl:1][C:2]1[CH:31]=[CH:30][CH:29]=[C:28]([C:32]([F:35])([F:34])[F:33])[C:3]=1[C:4]([N:6]1[C:10]2=[CH:11][N:12]=[C:13]([NH:15][CH3:16])[CH:14]=[C:9]2[C:8]([C:17]2[CH:26]=[CH:25][C:20]([C:21]([O:23]C)=[O:22])=[CH:19][C:18]=2[F:27])=[CH:7]1)=[O:5].O.O[Li].O.Cl. Given the product [Cl:1][C:2]1[CH:31]=[CH:30][CH:29]=[C:28]([C:32]([F:33])([F:34])[F:35])[C:3]=1[C:4]([N:6]1[C:10]2=[CH:11][N:12]=[C:13]([NH:15][CH3:16])[CH:14]=[C:9]2[C:8]([C:17]2[CH:26]=[CH:25][C:20]([C:21]([OH:23])=[O:22])=[CH:19][C:18]=2[F:27])=[CH:7]1)=[O:5], predict the reactants needed to synthesize it. (4) The reactants are: C[O:2][C:3]1[CH:4]=[CH:5][C:6]2[CH2:12][CH2:11][NH:10][C:9](=[O:13])[NH:8][C:7]=2[CH:14]=1.B(Br)(Br)Br. Given the product [OH:2][C:3]1[CH:4]=[CH:5][C:6]2[CH2:12][CH2:11][NH:10][C:9](=[O:13])[NH:8][C:7]=2[CH:14]=1, predict the reactants needed to synthesize it.